Dataset: Full USPTO retrosynthesis dataset with 1.9M reactions from patents (1976-2016). Task: Predict the reactants needed to synthesize the given product. Given the product [CH2:17]([O:16][C:14]([C:5]1[CH:4]=[C:3]([CH2:2][Br:20])[CH:8]=[C:7]([C:9]([O:11][CH2:12][CH3:13])=[O:10])[CH:6]=1)=[O:15])[CH3:18], predict the reactants needed to synthesize it. The reactants are: O[CH2:2][C:3]1[CH:4]=[C:5]([C:14]([O:16][CH2:17][CH3:18])=[O:15])[CH:6]=[C:7]([C:9]([O:11][CH2:12][CH3:13])=[O:10])[CH:8]=1.C(Br)(Br)(Br)[Br:20].C1(P(C2C=CC=CC=2)C2C=CC=CC=2)C=CC=CC=1.